The task is: Predict the reactants needed to synthesize the given product.. This data is from Full USPTO retrosynthesis dataset with 1.9M reactions from patents (1976-2016). (1) Given the product [Cl:8][C:9]1[CH:10]=[N:11][N:12]([C:14]2[CH:19]=[C:18]([CH3:20])[C:17]([CH:21]3[C:25](=[O:26])[CH2:24][C@@H:23]([CH2:27][CH2:28][NH:29][C:30]([C:32]4[CH:37]=[CH:36][CH:35]=[CH:34][N:33]=4)=[O:31])[C:22]3=[O:38])=[C:16]([CH3:39])[CH:15]=2)[CH:13]=1, predict the reactants needed to synthesize it. The reactants are: FC(F)(F)C([O-])=O.[Cl:8][C:9]1[CH:10]=[N:11][N:12]([C:14]2[CH:19]=[C:18]([CH3:20])[C:17]([CH:21]3[C:25](=[O:26])[CH2:24][C@@H:23]([CH2:27][CH2:28][NH:29][C:30]([C:32]4[CH:37]=[CH:36][CH:35]=[CH:34][NH+:33]=4)=[O:31])[C:22]3=[O:38])=[C:16]([CH3:39])[CH:15]=2)[CH:13]=1.C(=O)(O)[O-].[Na+]. (2) Given the product [NH2:18][C:19]1[NH:26][C:12]([CH3:13])=[C:7]([C:8]([O:10][CH3:11])=[O:9])[CH:6]([C:5]2[CH:15]=[CH:16][C:2]([CH3:1])=[CH:3][CH:4]=2)[C:20]=1[C:21]([O:23][CH2:24][CH3:25])=[O:22], predict the reactants needed to synthesize it. The reactants are: [CH3:1][C:2]1[CH:16]=[CH:15][C:5]([CH:6]=[C:7]([C:12](=O)[CH3:13])[C:8]([O:10][CH3:11])=[O:9])=[CH:4][CH:3]=1.Cl.[NH2:18][C:19]([NH2:26])=[CH:20][C:21]([O:23][CH2:24][CH3:25])=[O:22].CN1CCOCC1. (3) Given the product [OH:9][C:7]1[CH:8]=[C:3]([CH:4]=[CH:5][C:6]=1[O:10][CH2:11][CH2:12][CH3:13])[CH2:2][NH:1]/[CH:34]=[C:25]1\[C:26](=[O:33])[NH:27][C:28](=[O:32])[C:29]2[C:24]\1=[CH:23][C:22]([I:21])=[CH:31][CH:30]=2, predict the reactants needed to synthesize it. The reactants are: [NH2:1][CH2:2][C:3]1[CH:4]=[CH:5][C:6]([O:10][CH2:11][CH2:12][CH3:13])=[C:7]([OH:9])[CH:8]=1.C(N(CC)CC)C.[I:21][C:22]1[CH:23]=[C:24]2[C:29](=[CH:30][CH:31]=1)[C:28](=[O:32])[NH:27][C:26](=[O:33])/[C:25]/2=[CH:34]/OC.O. (4) The reactants are: [CH2:1]([O:3][C:4](=[O:10])[CH:5]([CH3:9])[C:6](=[O:8])[CH3:7])[CH3:2].[CH2:11](O)[CH2:12][OH:13].O. Given the product [CH2:1]([O:3][C:4](=[O:10])[CH:5]([C:6]1([CH3:7])[O:13][CH2:12][CH2:11][O:8]1)[CH3:9])[CH3:2], predict the reactants needed to synthesize it. (5) Given the product [NH2:1][C:2]1[N:11]=[C:10]([C:12]2[CH:17]=[CH:16][CH:15]=[CH:14][C:13]=2[O:18][CH2:25][CH2:26][CH2:27][C:28]([NH2:30])=[O:29])[C:9]2[C:4](=[CH:5][CH:6]=[C:7]([NH:19][C:20]([CH2:22][NH2:23])=[O:21])[CH:8]=2)[N:3]=1, predict the reactants needed to synthesize it. The reactants are: [NH2:1][C:2]1[N:11]=[C:10]([C:12]2[CH:17]=[CH:16][CH:15]=[CH:14][C:13]=2[OH:18])[C:9]2[C:4](=[CH:5][CH:6]=[C:7]([NH:19][C:20]([CH2:22][NH2:23])=[O:21])[CH:8]=2)[N:3]=1.Cl[CH2:25][CH2:26][CH2:27][C:28]([NH2:30])=[O:29]. (6) Given the product [CH2:22]([N:4]([CH2:1][CH2:2][CH3:3])[C:5]([C:7]1[CH:8]=[C:9]([CH:14]=[C:15]([C:17]2[CH:21]=[CH:20][S:19][CH:18]=2)[CH:16]=1)[C:10]([OH:12])=[O:11])=[O:6])[CH2:23][CH3:24], predict the reactants needed to synthesize it. The reactants are: [CH2:1]([N:4]([CH2:22][CH2:23][CH3:24])[C:5]([C:7]1[CH:8]=[C:9]([CH:14]=[C:15]([C:17]2[CH:21]=[CH:20][S:19][CH:18]=2)[CH:16]=1)[C:10]([O:12]C)=[O:11])=[O:6])[CH2:2][CH3:3]. (7) Given the product [CH2:11]([O:13][C:14]1[CH:15]=[C:16]([C:25]2[CH:2]=[CH:10][CH:9]=[C:5]([C:6]([OH:8])=[O:7])[CH:4]=2)[CH:17]=[CH:18][C:19]=1[O:20][CH3:21])[CH3:12], predict the reactants needed to synthesize it. The reactants are: Br[C:2]1[CH:10]=[CH:9][C:5]([C:6]([OH:8])=[O:7])=[CH:4]N=1.[CH2:11]([O:13][C:14]1[CH:15]=[C:16](B(O)O)[CH:17]=[CH:18][C:19]=1[O:20][CH3:21])[CH3:12].[C:25]([O-])([O-])=O.[Na+].[Na+].O.